Dataset: Full USPTO retrosynthesis dataset with 1.9M reactions from patents (1976-2016). Task: Predict the reactants needed to synthesize the given product. (1) The reactants are: [C:1]([O:5][C:6]([N:8]([CH3:21])[CH2:9][CH2:10][C:11]1[CH:20]=[CH:19][C:14]([C:15]([O:17]C)=[O:16])=[CH:13][CH:12]=1)=[O:7])([CH3:4])([CH3:3])[CH3:2].[OH-].[Na+]. Given the product [C:1]([O:5][C:6]([N:8]([CH3:21])[CH2:9][CH2:10][C:11]1[CH:20]=[CH:19][C:14]([C:15]([OH:17])=[O:16])=[CH:13][CH:12]=1)=[O:7])([CH3:3])([CH3:4])[CH3:2], predict the reactants needed to synthesize it. (2) Given the product [Cl:1][C:2]1[CH:7]=[CH:6][C:5]([C:8]2[C:12]3[CH2:13][N:14]([S:17]([CH3:20])(=[O:19])=[O:18])[CH2:15][CH2:16][C:11]=3[N:10]([CH2:21][CH2:22][CH2:23][N:24]3[CH2:29][CH2:28][O:27][CH2:26][CH2:25]3)[N:9]=2)=[CH:4][C:3]=1[C:30]#[C:31][C:32]1[CH:41]=[C:40]2[C:35]([CH2:36][C@@H:37]([C:49]([NH:58][CH3:56])=[O:51])[NH:38][CH2:39]2)=[CH:34][CH:33]=1, predict the reactants needed to synthesize it. The reactants are: [Cl:1][C:2]1[CH:7]=[CH:6][C:5]([C:8]2[C:12]3[CH2:13][N:14]([S:17]([CH3:20])(=[O:19])=[O:18])[CH2:15][CH2:16][C:11]=3[N:10]([CH2:21][CH2:22][CH2:23][N:24]3[CH2:29][CH2:28][O:27][CH2:26][CH2:25]3)[N:9]=2)=[CH:4][C:3]=1[C:30]#[C:31][C:32]1[CH:41]=[C:40]2[C:35]([CH2:36][C@@H:37]([C:49]([OH:51])=O)[N:38](C(OC(C)(C)C)=O)[CH2:39]2)=[CH:34][CH:33]=1.C1C=CC2N(O)N=[N:58][C:56]=2C=1.C(Cl)CCl.CN.CCN(C(C)C)C(C)C.C(O)(C(F)(F)F)=O. (3) Given the product [CH2:27]([N:24]1[CH2:25][CH2:26][CH:21]([NH:20][C:18]([C:16]2[N:17]=[C:13]([NH:12][C:5](=[O:6])[C:4]3[CH:8]=[CH:9][C:10]([F:11])=[C:2]([Cl:1])[CH:3]=3)[S:14][CH:15]=2)=[O:19])[CH2:22][CH2:23]1)[C:28]1[CH:33]=[CH:32][CH:31]=[CH:30][CH:29]=1, predict the reactants needed to synthesize it. The reactants are: [Cl:1][C:2]1[CH:3]=[C:4]([CH:8]=[CH:9][C:10]=1[F:11])[C:5](Cl)=[O:6].[NH2:12][C:13]1[S:14][CH:15]=[C:16]([C:18]([NH:20][CH:21]2[CH2:26][CH2:25][N:24]([CH2:27][C:28]3[CH:33]=[CH:32][CH:31]=[CH:30][CH:29]=3)[CH2:23][CH2:22]2)=[O:19])[N:17]=1.C(N(C(C)C)CC)(C)C. (4) Given the product [CH2:32]([O:31][C:29]([CH2:28][CH:25]1[CH2:24][CH2:23][CH:22]([C:19]2[CH:18]=[CH:17][C:16]([C:15]3[N:14]=[N:13][N:12]([CH3:34])[C:11]=3[C:9]([OH:10])=[O:8])=[CH:21][CH:20]=2)[CH2:27][CH2:26]1)=[O:30])[CH3:33], predict the reactants needed to synthesize it. The reactants are: C([O:8][C:9]([C:11]1[N:12]([CH3:34])[N:13]=[N:14][C:15]=1[C:16]1[CH:21]=[CH:20][C:19]([CH:22]2[CH2:27][CH2:26][CH:25]([CH2:28][C:29]([O:31][CH2:32][CH3:33])=[O:30])[CH2:24][CH2:23]2)=[CH:18][CH:17]=1)=[O:10])C1C=CC=CC=1.[H][H]. (5) Given the product [NH2:18][C:3]1[C:2]([NH2:1])=[CH:11][C:10]([N:12]2[CH2:17][CH2:16][O:15][CH2:14][CH2:13]2)=[CH:9][C:4]=1[C:5]([O:7][CH3:8])=[O:6], predict the reactants needed to synthesize it. The reactants are: [NH2:1][C:2]1[C:3]([N+:18]([O-])=O)=[C:4]([CH:9]=[C:10]([N:12]2[CH2:17][CH2:16][O:15][CH2:14][CH2:13]2)[CH:11]=1)[C:5]([O:7][CH3:8])=[O:6]. (6) Given the product [F:24][C:25]1[CH:30]=[CH:29][C:28]([C:2]2[C:7]([O:8][C:9]3[C:18]4[C:13](=[CH:14][C:15]([O:21][CH3:22])=[C:16]([O:19][CH3:20])[CH:17]=4)[N:12]=[CH:11][CH:10]=3)=[CH:6][CH:5]=[C:4]([CH3:23])[N:3]=2)=[CH:27][CH:26]=1, predict the reactants needed to synthesize it. The reactants are: I[C:2]1[C:7]([O:8][C:9]2[C:18]3[C:13](=[CH:14][C:15]([O:21][CH3:22])=[C:16]([O:19][CH3:20])[CH:17]=3)[N:12]=[CH:11][CH:10]=2)=[CH:6][CH:5]=[C:4]([CH3:23])[N:3]=1.[F:24][C:25]1[CH:30]=[CH:29][C:28](B(O)O)=[CH:27][CH:26]=1.C(=O)([O-])O.[Na+]. (7) Given the product [Cl:1][C:2]1[C:3]([C:22]2[S:26][C:25]([C:27]3([F:38])[CH2:30][CH2:29][CH2:28]3)=[N:24][CH:23]=2)=[C:4]2[CH:10]=[C:9]([I:11])[N:8]([S:12]([C:15]3[CH:21]=[CH:20][C:18]([CH3:19])=[CH:17][CH:16]=3)(=[O:14])=[O:13])[C:5]2=[N:6][CH:7]=1, predict the reactants needed to synthesize it. The reactants are: [Cl:1][C:2]1[C:3]([C:22]2[S:26][C:25]([C:27]3(O)[CH2:30][CH2:29][CH2:28]3)=[N:24][CH:23]=2)=[C:4]2[CH:10]=[C:9]([I:11])[N:8]([S:12]([C:15]3[CH:21]=[CH:20][C:18]([CH3:19])=[CH:17][CH:16]=3)(=[O:14])=[O:13])[C:5]2=[N:6][CH:7]=1.C(N(S(F)(F)[F:38])CC)C. (8) Given the product [F:32][C:2]([F:31])([F:1])[C:3]([C:12]1[CH:27]=[CH:26][C:15]([O:16][C:17]2[CH:18]=[C:19]([CH:23]([N:45]3[C:44](=[O:49])[C:43]([C:40]4[CH:41]=[CH:42][C:37]([O:36][CH:34]([CH3:33])[CH3:35])=[CH:38][CH:39]=4)([CH3:50])[NH:47][C:46]3=[O:48])[CH3:24])[CH:20]=[CH:21][CH:22]=2)=[C:14]([CH2:28][CH2:29][CH3:30])[CH:13]=1)([OH:8])[C:4]([F:7])([F:6])[F:5], predict the reactants needed to synthesize it. The reactants are: [F:1][C:2]([F:32])([F:31])[C:3]([C:12]1[CH:27]=[CH:26][C:15]([O:16][C:17]2[CH:18]=[C:19]([CH:23](O)[CH3:24])[CH:20]=[CH:21][CH:22]=2)=[C:14]([CH2:28][CH2:29][CH3:30])[CH:13]=1)([O:8]COC)[C:4]([F:7])([F:6])[F:5].[CH3:33][CH:34]([O:36][C:37]1[CH:42]=[CH:41][C:40]([C:43]2([CH3:50])[NH:47][C:46](=[O:48])[NH:45][C:44]2=[O:49])=[CH:39][CH:38]=1)[CH3:35].C1(P(C2C=CC=CC=2)C2C=CC=CC=2)C=CC=CC=1.